The task is: Predict the reaction yield, written as a fraction of the theoretical maximum amount of product (1.0 means a 100% yield; for example, 0.34 means a 34% yield).. This data is from Reaction yield outcomes from USPTO patents with 853,638 reactions. (1) The reactants are [N+:1]([C:4]1[CH:21]=[CH:20][C:7]([O:8][C:9]2[CH:10]=[C:11]3[C:15](=[CH:16][CH:17]=2)[C:14](=[O:18])[NH:13][C:12]3=[O:19])=[CH:6][CH:5]=1)([O-])=O. The catalyst is CC(O)=O.O.[Fe]. The product is [NH2:1][C:4]1[CH:21]=[CH:20][C:7]([O:8][C:9]2[CH:10]=[C:11]3[C:15](=[CH:16][CH:17]=2)[C:14](=[O:18])[NH:13][C:12]3=[O:19])=[CH:6][CH:5]=1. The yield is 0.750. (2) The reactants are [N:1]1([CH2:5][C:6]2[N:10]([CH2:11]C)[N:9]=[C:8]([N+:13]([O-])=O)[CH:7]=2)[CH2:4][CH2:3][CH2:2]1. The catalyst is C(O)C. The product is [N:1]1([CH2:5][C:6]2[N:10]([CH3:11])[N:9]=[C:8]([NH2:13])[CH:7]=2)[CH2:4][CH2:3][CH2:2]1. The yield is 0.940.